Dataset: Forward reaction prediction with 1.9M reactions from USPTO patents (1976-2016). Task: Predict the product of the given reaction. (1) Given the reactants [C:1]([O:5][C:6](=[O:14])[NH:7][CH:8]1[CH2:12][CH2:11][C:10](=[O:13])[CH2:9]1)([CH3:4])([CH3:3])[CH3:2].[CH3:15][Mg]Br, predict the reaction product. The product is: [OH:13][C:10]1([CH3:15])[CH2:11][CH2:12][CH:8]([NH:7][C:6](=[O:14])[O:5][C:1]([CH3:4])([CH3:2])[CH3:3])[CH2:9]1. (2) The product is: [Br:1][CH2:17][CH2:16][CH2:15][CH2:14][CH:11]1[CH2:12][CH2:13][O:9][CH2:10]1. Given the reactants [Br:1]CC[C@H]1CCOC1.[O:9]1[CH2:13][CH2:12][CH:11]([CH2:14][CH2:15][CH2:16][CH2:17]O)[CH2:10]1, predict the reaction product. (3) Given the reactants [CH:1]([C:3]1[C:7]([C:8]([F:11])([F:10])[F:9])=[C:6]([C:12]([O:14][CH2:15][CH3:16])=[O:13])[N:5]([CH3:17])[N:4]=1)=[O:2].[CH:18]1([Mg]Br)[CH2:20][CH2:19]1.[Cl-].[NH4+], predict the reaction product. The product is: [CH:18]1([CH:1]([OH:2])[C:3]2[C:7]([C:8]([F:11])([F:10])[F:9])=[C:6]([C:12]([O:14][CH2:15][CH3:16])=[O:13])[N:5]([CH3:17])[N:4]=2)[CH2:20][CH2:19]1. (4) Given the reactants [Ga:1](I)(I)I.[C:5]([OH:20])(=[O:19])[CH2:6][CH2:7][CH2:8][CH2:9][CH2:10][CH2:11][CH2:12][CH2:13][CH2:14][CH2:15][CH2:16][CH2:17][CH3:18], predict the reaction product. The product is: [C:5]([O-:20])(=[O:19])[CH2:6][CH2:7][CH2:8][CH2:9][CH2:10][CH2:11][CH2:12][CH2:13][CH2:14][CH2:15][CH2:16][CH2:17][CH3:18].[Ga+3:1].[C:5]([O-:20])(=[O:19])[CH2:6][CH2:7][CH2:8][CH2:9][CH2:10][CH2:11][CH2:12][CH2:13][CH2:14][CH2:15][CH2:16][CH2:17][CH3:18].[C:5]([O-:20])(=[O:19])[CH2:6][CH2:7][CH2:8][CH2:9][CH2:10][CH2:11][CH2:12][CH2:13][CH2:14][CH2:15][CH2:16][CH2:17][CH3:18].